Task: Predict hERG channel inhibition at various concentrations.. Dataset: hERG Central: cardiac toxicity at 1µM, 10µM, and general inhibition (1) The molecule is O=C(Cc1ccccc1)N1CCN(C(=O)c2ccc([N+](=O)[O-])cc2)CC1. Results: hERG_inhib (hERG inhibition (general)): blocker. (2) The compound is OCC1(Cc2cccc(F)c2)CCN(Cc2cccc3nccnc23)CC1. Results: hERG_inhib (hERG inhibition (general)): blocker. (3) The molecule is CS(=O)(=O)N(CC(=O)N1CCN(Cc2ccccc2)CC1)c1cccc(Cl)c1. Results: hERG_inhib (hERG inhibition (general)): blocker. (4) The compound is CCCNc1c(NS(=O)(=O)c2ccc(OC)c(OC)c2)c(=O)oc2ccccc12. Results: hERG_inhib (hERG inhibition (general)): blocker.